This data is from Forward reaction prediction with 1.9M reactions from USPTO patents (1976-2016). The task is: Predict the product of the given reaction. Given the reactants C([O-])(=O)C.[Na+].CO.[C:8](#[N:12])[CH2:9][C:10]#[N:11].F[B-](F)(F)F.[O:18]1[C:22]([C:23]2[CH:28]=[CH:27][C:26]([N+:29]#[N:30])=[CH:25][CH:24]=2)=[CH:21][N:20]=[CH:19]1, predict the reaction product. The product is: [O:18]1[C:22]([C:23]2[CH:24]=[CH:25][C:26]([NH:29][N:30]=[C:9]([C:8]#[N:12])[C:10]#[N:11])=[CH:27][CH:28]=2)=[CH:21][N:20]=[CH:19]1.